Dataset: Forward reaction prediction with 1.9M reactions from USPTO patents (1976-2016). Task: Predict the product of the given reaction. (1) Given the reactants CS[C:3]1[N:8]=[C:7]([C:9]2[CH:14]=[CH:13][C:12]([Cl:15])=[CH:11][C:10]=2[Cl:16])[C:6]([C:17]2[CH:22]=[CH:21][C:20]([Cl:23])=[CH:19][CH:18]=2)=[CH:5][N:4]=1.[Cl:24][C:25]1[CH:32]=[C:31]([Cl:33])[CH:30]=[CH:29][C:26]=1[CH2:27][OH:28], predict the reaction product. The product is: [Cl:24][C:25]1[CH:32]=[C:31]([Cl:33])[CH:30]=[CH:29][C:26]=1[CH2:27][O:28][C:3]1[N:8]=[C:7]([C:9]2[CH:14]=[CH:13][C:12]([Cl:15])=[CH:11][C:10]=2[Cl:16])[C:6]([C:17]2[CH:22]=[CH:21][C:20]([Cl:23])=[CH:19][CH:18]=2)=[CH:5][N:4]=1. (2) Given the reactants [C:1]([O:5][C:6](=[O:25])[NH:7][C@H:8]([C:12]1[CH:17]=[C:16]([C:18]2[N:22]([CH3:23])[N:21]=[CH:20][C:19]=2[NH2:24])[CH:15]=[CH:14][N:13]=1)[CH2:9][CH:10]=[CH2:11])([CH3:4])([CH3:3])[CH3:2].[CH3:26][C@H:27]([CH:31]=[CH2:32])[C:28](O)=[O:29].N1C=CC=CC=1.C(P1(=O)OP(CCC)(=O)OP(CCC)(=O)O1)CC, predict the reaction product. The product is: [C:1]([O:5][C:6](=[O:25])[NH:7][C@H:8]([C:12]1[CH:17]=[C:16]([C:18]2[N:22]([CH3:23])[N:21]=[CH:20][C:19]=2[NH:24][C:28](=[O:29])[C@H:27]([CH3:26])[CH:31]=[CH2:32])[CH:15]=[CH:14][N:13]=1)[CH2:9][CH:10]=[CH2:11])([CH3:2])([CH3:4])[CH3:3]. (3) Given the reactants [Cl:1][S:2]([C:5]1[CH:24]=[CH:23][C:22]([F:25])=[CH:21][C:6]=1[CH2:7][O:8][C@H:9]1[CH2:13][CH2:12][N:11]([C:14]([O:16][C:17]([CH3:20])([CH3:19])[CH3:18])=[O:15])[CH2:10]1)(=[O:4])=[O:3].BrC1C=CC(F)=CC=1CO[C@@H]1CCN(C(OC(C)(C)C)=O)C1, predict the reaction product. The product is: [Cl:1][S:2]([C:5]1[CH:24]=[CH:23][C:22]([F:25])=[CH:21][C:6]=1[CH2:7][O:8][C@@H:9]1[CH2:13][CH2:12][N:11]([C:14]([O:16][C:17]([CH3:19])([CH3:20])[CH3:18])=[O:15])[CH2:10]1)(=[O:4])=[O:3]. (4) Given the reactants F[C:2]1[CH:15]=[CH:14][C:13]([C:16]([F:19])([F:18])[F:17])=[CH:12][C:3]=1[C:4]([C:6]1[CH:11]=[CH:10][CH:9]=[CH:8][CH:7]=1)=O.[NH2:20][NH2:21], predict the reaction product. The product is: [C:6]1([C:4]2[C:3]3[C:2](=[CH:15][CH:14]=[C:13]([C:16]([F:19])([F:18])[F:17])[CH:12]=3)[NH:21][N:20]=2)[CH:11]=[CH:10][CH:9]=[CH:8][CH:7]=1. (5) Given the reactants CC(C)([O-])C.[K+].[F:7][C:8]1[CH:13]=[CH:12][CH:11]=[C:10]([F:14])[C:9]=1[N+:15]([O-:17])=[O:16].[C:18]([O:22][C:23](=[O:26])[CH2:24]Cl)([CH3:21])([CH3:20])[CH3:19], predict the reaction product. The product is: [F:7][C:8]1[CH:13]=[C:12]([CH2:24][C:23]([O:22][C:18]([CH3:21])([CH3:20])[CH3:19])=[O:26])[CH:11]=[C:10]([F:14])[C:9]=1[N+:15]([O-:17])=[O:16]. (6) Given the reactants C([N:8]1[CH:13]([C:14]#[N:15])[CH2:12][CH2:11][CH2:10][C:9]1([CH2:18][C:19]([O:21]C(C)(C)C)=[O:20])[C:16]#[N:17])C1C=CC=CC=1.[ClH:26].[H][H], predict the reaction product. The product is: [ClH:26].[NH2:17][CH2:16][C:9]1([CH2:18][C:19]([OH:21])=[O:20])[CH2:10][CH2:11][CH2:12][CH:13]([CH2:14][NH2:15])[NH:8]1. (7) Given the reactants [OH-].[K+].[Cl:3][C:4]1[CH:9]=[CH:8][CH:7]=[CH:6][C:5]=1[C:10]1[C:18]2[C:13](=[N:14][C:15](S(C)(=O)=O)=[N:16][C:17]=2[O:19][CH2:20][C@H:21]2[CH2:25][O:24][C:23]([CH3:27])([CH3:26])[O:22]2)[NH:12][N:11]=1.[F:32][C:33]1[CH:38]=[C:37]([F:39])[CH:36]=[CH:35][C:34]=1[OH:40], predict the reaction product. The product is: [Cl:3][C:4]1[CH:9]=[CH:8][CH:7]=[CH:6][C:5]=1[C:10]1[C:18]2[C:13](=[N:14][C:15]([O:40][C:34]3[CH:35]=[CH:36][C:37]([F:39])=[CH:38][C:33]=3[F:32])=[N:16][C:17]=2[O:19][CH2:20][C@H:21]2[CH2:25][O:24][C:23]([CH3:27])([CH3:26])[O:22]2)[NH:12][N:11]=1.